Dataset: Catalyst prediction with 721,799 reactions and 888 catalyst types from USPTO. Task: Predict which catalyst facilitates the given reaction. (1) Reactant: [Cl:1][C:2]1[CH:7]=[CH:6][CH:5]=[C:4]([F:8])[C:3]=1[C:9]1[N:10]=[C:11]2[CH:16]=[CH:15][CH:14]=[C:13](F)[N:12]2[C:18]=1[NH:19][C:20]1[CH:29]=[CH:28][C:23]2[O:24][CH2:25][CH2:26][O:27][C:22]=2[CH:21]=1. Product: [CH:23]([O:24][C:13]1[N:12]2[C:18]([NH:19][C:20]3[CH:29]=[CH:28][C:23]4[O:24][CH2:25][CH2:26][O:27][C:22]=4[CH:21]=3)=[C:9]([C:3]3[C:4]([F:8])=[CH:5][CH:6]=[CH:7][C:2]=3[Cl:1])[N:10]=[C:11]2[CH:16]=[CH:15][CH:14]=1)([CH2:22][CH3:21])[CH3:28]. The catalyst class is: 868. (2) Reactant: [CH2:1]([C:9]1[C:10]([C:22]([F:25])([F:24])[F:23])=[C:11]2[C:15]3=[C:16]([CH2:18][NH:19][CH2:20][CH2:21][N:14]3[CH:13]=[CH:12]2)[CH:17]=1)[CH2:2][C:3]1[CH:8]=[CH:7][CH:6]=[CH:5][CH:4]=1.[F:26][C:27]([F:35])([F:34])[CH:28]([CH3:33])[CH2:29][C:30](O)=[O:31].CN(C(ON1N=NC2C=CC=NC1=2)=[N+](C)C)C.F[P-](F)(F)(F)(F)F.C(N(CC)CC)C. Product: [F:26][C:27]([F:35])([F:34])[CH:28]([CH3:33])[CH2:29][C:30]([CH:20]1[NH:19][CH2:18][C:16]2=[C:15]3[C:11](=[C:10]([C:22]([F:25])([F:24])[F:23])[C:9]([CH2:1][CH2:2][C:3]4[CH:4]=[CH:5][CH:6]=[CH:7][CH:8]=4)=[CH:17]2)[CH:12]=[CH:13][N:14]3[CH2:21]1)=[O:31]. The catalyst class is: 1. (3) Reactant: [O:1]=[C:2]1[NH:7][C:6]2[CH:8]=[C:9]([C:11]3[CH:16]=[CH:15][CH:14]=[CH:13][CH:12]=3)[S:10][C:5]=2[C:4](=[O:17])[N:3]1[CH:18]1[CH2:23][CH2:22][N:21]([C:24]([O:26][C:27]([CH3:30])([CH3:29])[CH3:28])=[O:25])[CH2:20][CH2:19]1.C(=O)([O-])[O-].[K+].[K+].Cl[CH2:38][C:39]1[O:40][C:41]([CH2:44][CH3:45])=[CH:42][N:43]=1. Product: [CH2:44]([C:41]1[O:40][C:39]([CH2:38][N:7]2[C:6]3[CH:8]=[C:9]([C:11]4[CH:16]=[CH:15][CH:14]=[CH:13][CH:12]=4)[S:10][C:5]=3[C:4](=[O:17])[N:3]([CH:18]3[CH2:23][CH2:22][N:21]([C:24]([O:26][C:27]([CH3:30])([CH3:29])[CH3:28])=[O:25])[CH2:20][CH2:19]3)[C:2]2=[O:1])=[N:43][CH:42]=1)[CH3:45]. The catalyst class is: 3. (4) Reactant: [C:1](N1C=CN=C1)(N1C=CN=C1)=[O:2].[NH2:13][C:14]1[CH:15]=[C:16]([CH:20]=[CH:21][C:22]=1[NH:23][CH2:24][CH2:25][C:26]([NH:29][C:30]([O:32][C:33]([CH3:36])([CH3:35])[CH3:34])=[O:31])([CH3:28])[CH3:27])[C:17]([OH:19])=[O:18].[CH3:37]O. Product: [C:33]([O:32][C:30]([NH:29][C:26]([CH3:28])([CH3:27])[CH2:25][CH2:24][N:23]1[C:22]2[CH:21]=[CH:20][C:16]([C:17]([O:19][CH3:37])=[O:18])=[CH:15][C:14]=2[NH:13][C:1]1=[O:2])=[O:31])([CH3:36])([CH3:35])[CH3:34]. The catalyst class is: 7. (5) Reactant: [CH2:1]([O:8][C:9]1[CH:14]=[CH:13][CH:12]=[CH:11][C:10]=1[C:15](=O)[CH3:16])[C:2]1[CH:7]=[CH:6][CH:5]=[CH:4][CH:3]=1.[C:18]([O:22][C:23]([NH:25][C@H:26]([CH:34]=O)[CH2:27][C:28]1[CH:33]=[CH:32][CH:31]=[CH:30][CH:29]=1)=[O:24])([CH3:21])([CH3:20])[CH3:19].[C:36]([CH2:38][C:39]([O:41][C:42]([CH3:45])([CH3:44])[CH3:43])=[O:40])#[N:37].C([O-])(=O)C.[NH4+:50]. Product: [NH2:37][C:36]1[NH:50][C:15]([C:10]2[CH:11]=[CH:12][CH:13]=[CH:14][C:9]=2[O:8][CH2:1][C:2]2[CH:7]=[CH:6][CH:5]=[CH:4][CH:3]=2)=[CH:16][CH:34]([CH:26]([NH:25][C:23]([O:22][C:18]([CH3:19])([CH3:20])[CH3:21])=[O:24])[CH2:27][C:28]2[CH:29]=[CH:30][CH:31]=[CH:32][CH:33]=2)[C:38]=1[C:39]([O:41][C:42]([CH3:45])([CH3:44])[CH3:43])=[O:40]. The catalyst class is: 57. (6) Reactant: C(N(CC)C(C)C)(C)C.F[P-](F)(F)(F)(F)F.CN(C(ON1C2=NC=CC=C2N=N1)=[N+](C)C)C.[C:34]([O:38][C:39]([NH:41][CH2:42][C@H:43]1[CH2:48][CH2:47][C@H:46]([C:49]([NH:51][C@H:52]([C:70](=[O:88])[NH:71][C:72]2[CH:73]=[CH:74][C:75]3[N:79]=[C:78]([C:80]([F:86])([F:85])[C:81]([F:84])([F:83])[F:82])[NH:77][C:76]=3[CH:87]=2)[CH2:53][C:54]2[CH:55]=[C:56]([C:60]3[CH:65]=[CH:64][C:63]([C:66](O)=[O:67])=[CH:62][C:61]=3[CH3:69])[CH:57]=[CH:58][CH:59]=2)=[O:50])[CH2:45][CH2:44]1)=[O:40])([CH3:37])([CH3:36])[CH3:35].Cl.[NH2:90][C@@H:91]1[CH2:96][CH2:95][CH2:94][NH:93][C:92]1=[O:97]. Product: [CH3:69][C:61]1[CH:62]=[C:63]([C:66](=[O:67])[NH:90][C@@H:91]2[CH2:96][CH2:95][CH2:94][NH:93][C:92]2=[O:97])[CH:64]=[CH:65][C:60]=1[C:56]1[CH:57]=[CH:58][CH:59]=[C:54]([CH2:53][C@H:52]([NH:51][C:49]([C@H:46]2[CH2:45][CH2:44][C@H:43]([CH2:42][NH:41][C:39](=[O:40])[O:38][C:34]([CH3:35])([CH3:37])[CH3:36])[CH2:48][CH2:47]2)=[O:50])[C:70](=[O:88])[NH:71][C:72]2[CH:73]=[CH:74][C:75]3[N:79]=[C:78]([C:80]([F:85])([F:86])[C:81]([F:84])([F:83])[F:82])[NH:77][C:76]=3[CH:87]=2)[CH:55]=1. The catalyst class is: 3. (7) Reactant: [Cl:1][C:2]1[C:7]([N:8]([CH3:10])[CH3:9])=[CH:6][C:5]([C:11]2[CH:12]=[C:13]3[C:18](=[CH:19][CH:20]=2)[N:17]=[CH:16][CH:15]=[C:14]3Cl)=[CH:4][N:3]=1.[C:22]1([CH:28]([N:30]2[CH2:35][CH2:34][NH:33][CH2:32][CH2:31]2)[CH3:29])[CH:27]=[CH:26][CH:25]=[CH:24][CH:23]=1. Product: [Cl:1][C:2]1[C:7]([N:8]([CH3:10])[CH3:9])=[CH:6][C:5]([C:11]2[CH:12]=[C:13]3[C:18](=[CH:19][CH:20]=2)[N:17]=[CH:16][CH:15]=[C:14]3[N:33]2[CH2:34][CH2:35][N:30]([CH:28]([C:22]3[CH:27]=[CH:26][CH:25]=[CH:24][CH:23]=3)[CH3:29])[CH2:31][CH2:32]2)=[CH:4][N:3]=1. The catalyst class is: 16.